Dataset: Reaction yield outcomes from USPTO patents with 853,638 reactions. Task: Predict the reaction yield, written as a fraction of the theoretical maximum amount of product (1.0 means a 100% yield; for example, 0.34 means a 34% yield). (1) The reactants are C([O:4][C:5]1[CH:10]=[CH:9][C:8](Br)=[CH:7][C:6]=1[N+:12]([O-:14])=[O:13])(=O)C.NC1C=CC(B2OC(C)(C)C(C)(C)O2)=CC=1NC(=O)C1C=CC(OC)=CC=1.[S:42]1[CH:46]=[CH:45][CH:44]=[C:43]1B(O)O. No catalyst specified. The product is [N+:12]([C:6]1[C:7]([C:43]2[S:42][CH:46]=[CH:45][CH:44]=2)=[CH:8][CH:9]=[CH:10][C:5]=1[OH:4])([O-:14])=[O:13]. The yield is 0.320. (2) The reactants are [CH2:1]([C:3]1[C:11]2[S:10][CH2:9][CH:8]([C:12]3[CH:17]=[CH:16][C:15]([CH:18]([CH3:20])[CH3:19])=[CH:14][CH:13]=3)[C:7]=2[C:6]([CH3:21])=[C:5]([NH:22][C:23](=[O:29])[CH2:24][C:25]([CH3:28])([CH3:27])[CH3:26])[C:4]=1[CH3:30])[CH3:2].C(=O)([O-])[OH:32].[Na+].ClC1C=CC=C(C(OO)=O)C=1.S([O-])(O)(=O)=O.[Na+]. The catalyst is ClCCl. The product is [CH2:1]([C:3]1[C:11]2[S:10](=[O:32])[CH2:9][CH:8]([C:12]3[CH:17]=[CH:16][C:15]([CH:18]([CH3:19])[CH3:20])=[CH:14][CH:13]=3)[C:7]=2[C:6]([CH3:21])=[C:5]([NH:22][C:23](=[O:29])[CH2:24][C:25]([CH3:27])([CH3:26])[CH3:28])[C:4]=1[CH3:30])[CH3:2]. The yield is 0.220. (3) The reactants are [NH2:1][C@H:2]1[C:10]2[C:5](=[CH:6][CH:7]=[C:8]([C:11]([O:13][CH3:14])=[O:12])[CH:9]=2)[CH2:4][CH2:3]1.[CH:15](=O)[CH:16]([CH3:18])[CH3:17].[BH3-]C#N.[Na+]. The catalyst is CO.C(O)(=O)C. The product is [CH2:15]([NH:1][C@H:2]1[C:10]2[C:5](=[CH:6][CH:7]=[C:8]([C:11]([O:13][CH3:14])=[O:12])[CH:9]=2)[CH2:4][CH2:3]1)[CH:16]([CH3:18])[CH3:17]. The yield is 0.650. (4) The reactants are [CH3:1][C:2]1[CH2:3][C:4]2[CH:5]=[CH:6][C:7]3[CH:15]=[CH:14][CH:13]=[CH:12][C:8]=3[C:9]=2[C:10]=1[Li].[CH3:16][Si:17]([CH3:20])(Cl)[Cl:18]. The yield is 1.00. The product is [CH3:1][C:2]1[CH2:3][C:4]2[CH:5]=[CH:6][C:7]3[CH:15]=[CH:14][CH:13]=[CH:12][C:8]=3[C:9]=2[C:10]=1[Si:17]([CH3:20])([CH3:16])[Cl:18]. The catalyst is O1CCCC1.C(OCC)C. (5) The reactants are C[Si]([N-][Si](C)(C)C)(C)C.[Li+].F[C:12]1[C:13]([C:20]2[NH:29][C:28](=[O:30])[C:27]3[C:22](=[CH:23][C:24]([O:33][CH3:34])=[CH:25][C:26]=3[O:31][CH3:32])[N:21]=2)=[N:14][CH:15]=[C:16]([O:18][CH3:19])[CH:17]=1.Cl.[NH2:36][C@@H:37]1[CH2:42][CH2:41][C@H:40]([C:43]([NH:45][CH:46]([CH3:48])[CH3:47])=[O:44])[CH2:39][CH2:38]1. The catalyst is C1COCC1.[NH4+].[Cl-]. The product is [CH3:32][O:31][C:26]1[CH:25]=[C:24]([O:33][CH3:34])[CH:23]=[C:22]2[C:27]=1[C:28](=[O:30])[NH:29][C:20]([C:13]1[C:12]([NH:36][C@@H:37]3[CH2:38][CH2:39][C@H:40]([C:43]([NH:45][CH:46]([CH3:48])[CH3:47])=[O:44])[CH2:41][CH2:42]3)=[CH:17][C:16]([O:18][CH3:19])=[CH:15][N:14]=1)=[N:21]2. The yield is 0.0400. (6) The reactants are [CH3:1][O:2][C:3]1[C:8]([C:9]2[CH:14]=[CH:13][C:12]([O:15][CH3:16])=[CH:11][CH:10]=2)=[CH:7][C:6]([CH2:17][NH:18][CH:19]([C:21]2C3C(=CC=CC=3)N=C[CH:22]=2)C)=[CH:5][CH:4]=1.[C:31]1([C@H](N)CC)[CH:36]=[CH:35][CH:34]=[CH:33][CH:32]=1.COC1C(C2C=CC(OC)=CC=2)=CC(C=O)=CC=1.C([BH3-])#N.[Na+]. No catalyst specified. The product is [C:31]1([C@H:19]([NH:18][CH2:17][C:6]2[CH:5]=[CH:4][C:3]([O:2][CH3:1])=[C:8]([C:9]3[CH:10]=[CH:11][C:12]([O:15][CH3:16])=[CH:13][CH:14]=3)[CH:7]=2)[CH2:21][CH3:22])[CH:36]=[CH:35][CH:34]=[CH:33][CH:32]=1. The yield is 0.520. (7) The reactants are Cl[C:2]1(Cl)[C:10]2[C:5](=[CH:6][CH:7]=[C:8]([O:11][CH3:12])[CH:9]=2)[N:4]([CH2:13][C:14]([O:16][CH3:17])=[O:15])[C:3]1=[O:18]. The catalyst is C(O)(=O)C.[Zn]. The product is [CH3:12][O:11][C:8]1[CH:9]=[C:10]2[C:5](=[CH:6][CH:7]=1)[N:4]([CH2:13][C:14]([O:16][CH3:17])=[O:15])[C:3](=[O:18])[CH2:2]2. The yield is 0.760. (8) The reactants are Br[C:2]1[CH:7]=[CH:6][C:5]([CH3:8])=[CH:4][N:3]=1.[Li]CCCC.[CH2:14]([Sn:18]([CH2:24][CH2:25][CH2:26][CH3:27])([CH2:20][CH2:21][CH2:22][CH3:23])Cl)[CH2:15][CH2:16][CH3:17].[NH4+].[Cl-]. The catalyst is CCOCC. The product is [CH3:8][C:5]1[CH:6]=[CH:7][C:2]([Sn:18]([CH2:20][CH2:21][CH2:22][CH3:23])([CH2:24][CH2:25][CH2:26][CH3:27])[CH2:14][CH2:15][CH2:16][CH3:17])=[N:3][CH:4]=1. The yield is 0.439.